From a dataset of Catalyst prediction with 721,799 reactions and 888 catalyst types from USPTO. Predict which catalyst facilitates the given reaction. (1) Reactant: [CH3:1]/[C:2](/[C:5]1[CH:10]=[CH:9][C:8]([O:11][CH3:12])=[CH:7][CH:6]=1)=[N:3]/O.[ClH:13]. Product: [ClH:13].[CH3:12][O:11][C:8]1[CH:9]=[CH:10][C:5]([CH:2]([NH2:3])[CH3:1])=[CH:6][CH:7]=1. The catalyst class is: 50. (2) Reactant: [Si]([O:8][C@H:9]1[CH2:36][C:14]2[N:15]([CH3:35])[C:16](=[O:34])[C:17]([NH:19][C:20]3[CH:25]=[CH:24][C:23]([C:26]([N:28]4[CH2:33][CH2:32][O:31][CH2:30][CH2:29]4)=[O:27])=[CH:22][N:21]=3)=[CH:18][C:13]=2[C:12]2[CH:37]=[CH:38][CH:39]=[C:40]([N:41]3[N:50]=[CH:49][C:48]4[C:43](=[C:44]([F:55])[CH:45]=[C:46]([C:51]([CH3:54])([CH3:53])[CH3:52])[CH:47]=4)[C:42]3=[O:56])[C:11]=2[CH2:10]1)(C(C)(C)C)(C)C.C1COCC1.[F-].C([N+](CCCC)(CCCC)CCCC)CCC.O. Product: [C:51]([C:46]1[CH:47]=[C:48]2[C:43](=[C:44]([F:55])[CH:45]=1)[C:42](=[O:56])[N:41]([C:40]1[C:11]3[CH2:10][C@@H:9]([OH:8])[CH2:36][C:14]4[N:15]([CH3:35])[C:16](=[O:34])[C:17]([NH:19][C:20]5[CH:25]=[CH:24][C:23]([C:26]([N:28]6[CH2:29][CH2:30][O:31][CH2:32][CH2:33]6)=[O:27])=[CH:22][N:21]=5)=[CH:18][C:13]=4[C:12]=3[CH:37]=[CH:38][CH:39]=1)[N:50]=[CH:49]2)([CH3:54])([CH3:52])[CH3:53]. The catalyst class is: 363. (3) Reactant: Cl.[Cl:2][C:3]1[CH:4]=[C:5]([N:10]2[C:14](=[O:15])[C@@:13]3([C@H:19]([C:20]4[CH:27]=[CH:26][C:23]([C:24]#[N:25])=[CH:22][CH:21]=4)[CH2:18][NH:17][CH2:16]3)[N:12]([CH3:28])[C:11]2=[O:29])[CH:6]=[C:7]([Cl:9])[CH:8]=1.C1(C)C=CC(C([C@](C(O)=O)(O)[C@](C(C2C=CC(C)=CC=2)=O)(O)C(O)=O)=O)=CC=1. Product: [Cl:2][C:3]1[CH:4]=[C:5]([N:10]2[C:14](=[O:15])[C@@:13]3([C@H:19]([C:20]4[CH:21]=[CH:22][C:23]([C:24]#[N:25])=[CH:26][CH:27]=4)[CH2:18][NH:17][CH2:16]3)[N:12]([CH3:28])[C:11]2=[O:29])[CH:6]=[C:7]([Cl:9])[CH:8]=1. The catalyst class is: 4.